From a dataset of Forward reaction prediction with 1.9M reactions from USPTO patents (1976-2016). Predict the product of the given reaction. (1) Given the reactants Br[C:2]1[CH:13]=[C:12]([CH3:14])[C:5]([O:6][CH2:7][C:8]([NH:10][NH2:11])=[O:9])=[C:4]([CH3:15])[CH:3]=1.[N:16]1[CH:21]=[CH:20][CH:19]=[CH:18][C:17]=1B(O)O.C(=O)([O-])[O-].[Na+].[Na+].O, predict the reaction product. The product is: [CH3:14][C:12]1[CH:13]=[C:2]([C:17]2[CH:18]=[CH:19][CH:20]=[CH:21][N:16]=2)[CH:3]=[C:4]([CH3:15])[C:5]=1[O:6][CH2:7][C:8]([NH:10][NH2:11])=[O:9]. (2) The product is: [Br:1][CH2:2][CH2:3][O:4][C:5]1[CH:6]=[CH:7][C:8]([CH2:9][NH:10][C:11]2[N:16]=[C:15]([O:17][CH2:18][C:19]([F:22])([F:21])[F:20])[N:14]=[C:13]([NH:23][C:24]3[CH:25]=[CH:26][C:27]([C:28]([NH:35][CH2:36][CH2:37][CH2:38][CH2:39][NH:40][C:41](=[O:47])[O:42][C:43]([CH3:44])([CH3:46])[CH3:45])=[O:29])=[CH:31][CH:32]=3)[N:12]=2)=[CH:33][CH:34]=1. Given the reactants [Br:1][CH2:2][CH2:3][O:4][C:5]1[CH:34]=[CH:33][C:8]([CH2:9][NH:10][C:11]2[N:16]=[C:15]([O:17][CH2:18][C:19]([F:22])([F:21])[F:20])[N:14]=[C:13]([NH:23][C:24]3[CH:32]=[CH:31][C:27]([C:28](O)=[O:29])=[CH:26][CH:25]=3)[N:12]=2)=[CH:7][CH:6]=1.[NH2:35][CH2:36][CH2:37][CH2:38][CH2:39][NH:40][C:41](=[O:47])[O:42][C:43]([CH3:46])([CH3:45])[CH3:44].CN(C(ON1N=NC2C=CC=NC1=2)=[N+](C)C)C.F[P-](F)(F)(F)(F)F, predict the reaction product. (3) Given the reactants Br[C:2]1[C:11]([CH3:12])=[C:10]2[C:5]([C:6](=[O:17])[NH:7][C:8](=[O:16])[N:9]2[CH:13]2[CH2:15][CH2:14]2)=[CH:4][C:3]=1[F:18].C1([As](C2C=CC=CC=2)C2C=CC=CC=2)C=CC=CC=1.[C:38]([Si:42]([O:45][CH:46]1[C:54]2[CH:53]=[C:52]([Sn](CCCC)(CCCC)CCCC)[S:51][C:50]=2[CH2:49][CH2:48][C:47]1([F:69])[F:68])([CH3:44])[CH3:43])([CH3:41])([CH3:40])[CH3:39].[F-].[K+], predict the reaction product. The product is: [Si:42]([O:45][CH:46]1[C:54]2[CH:53]=[C:52]([C:2]3[C:11]([CH3:12])=[C:10]4[C:5]([C:6](=[O:17])[NH:7][C:8](=[O:16])[N:9]4[CH:13]4[CH2:15][CH2:14]4)=[CH:4][C:3]=3[F:18])[S:51][C:50]=2[CH2:49][CH2:48][C:47]1([F:69])[F:68])([C:38]([CH3:41])([CH3:40])[CH3:39])([CH3:44])[CH3:43]. (4) Given the reactants [CH3:1][O:2][C:3]([CH:5]1[CH2:14][C:13]2[C:8](=[CH:9][CH:10]=[C:11]([OH:15])[CH:12]=2)[CH2:7][N:6]1[C:16]([O:18][C:19]([CH3:22])([CH3:21])[CH3:20])=[O:17])=[O:4].[C:23]([C:27]1[CH:32]=[CH:31][C:30](B(O)O)=[CH:29][CH:28]=1)([CH3:26])([CH3:25])[CH3:24], predict the reaction product. The product is: [CH3:1][O:2][C:3]([CH:5]1[CH2:14][C:13]2[C:8](=[CH:9][CH:10]=[C:11]([O:15][C:30]3[CH:31]=[CH:32][C:27]([C:23]([CH3:26])([CH3:25])[CH3:24])=[CH:28][CH:29]=3)[CH:12]=2)[CH2:7][N:6]1[C:16]([O:18][C:19]([CH3:22])([CH3:21])[CH3:20])=[O:17])=[O:4]. (5) The product is: [Cl:1][C:2]1[CH:7]=[CH:6][CH:5]=[C:4]([O:8][CH3:9])[C:3]=1[C:10]1[C:16](=[O:17])[CH:15]2[CH2:18][CH:12]([CH2:13][CH2:14]2)[C:11]=1[O:19][CH3:20]. Given the reactants [Cl:1][C:2]1[CH:7]=[CH:6][CH:5]=[C:4]([O:8][CH3:9])[C:3]=1[CH:10]1[C:16](=[O:17])[CH:15]2[CH2:18][CH:12]([CH2:13][CH2:14]2)[C:11]1=[O:19].[C:20](=O)([O-])[O-].[K+].[K+].IC, predict the reaction product. (6) Given the reactants [N+:1]([C:4]1[CH:5]=[C:6]2[C:10](=[CH:11][CH:12]=1)[NH:9][N:8]=[CH:7]2)([O-:3])=[O:2].[I:13]N1C(=O)CCC1=O.O.C(OCC)C, predict the reaction product. The product is: [I:13][C:7]1[C:6]2[C:10](=[CH:11][CH:12]=[C:4]([N+:1]([O-:3])=[O:2])[CH:5]=2)[NH:9][N:8]=1.